From a dataset of Catalyst prediction with 721,799 reactions and 888 catalyst types from USPTO. Predict which catalyst facilitates the given reaction. (1) Reactant: [O:1]1[CH2:4][CH:3]([OH:5])[CH2:2]1.N1C=CC=CC=1.[F:12][C:13]([F:26])([F:25])[S:14](O[S:14]([C:13]([F:26])([F:25])[F:12])(=[O:16])=[O:15])(=[O:16])=[O:15]. Product: [O:1]1[CH2:4][CH:3]([O:5][S:14]([C:13]([F:26])([F:25])[F:12])(=[O:16])=[O:15])[CH2:2]1. The catalyst class is: 2. (2) Reactant: [CH:1]([O:4][C:5]1[N:10]=[C:9]([C:11]2[C:19]3[C:14](=[CH:15][CH:16]=[C:17]([C:20]4[N:24]=[C:23]([NH:25]C(=O)OC(C)(C)C)[S:22][N:21]=4)[CH:18]=3)[N:13]([S:33]([C:36]3[CH:42]=[CH:41][C:39]([CH3:40])=[CH:38][CH:37]=3)(=[O:35])=[O:34])[CH:12]=2)[CH:8]=[CH:7][CH:6]=1)([CH3:3])[CH3:2].C(O)(C(F)(F)F)=O. Product: [CH:1]([O:4][C:5]1[N:10]=[C:9]([C:11]2[C:19]3[C:14](=[CH:15][CH:16]=[C:17]([C:20]4[N:24]=[C:23]([NH2:25])[S:22][N:21]=4)[CH:18]=3)[N:13]([S:33]([C:36]3[CH:37]=[CH:38][C:39]([CH3:40])=[CH:41][CH:42]=3)(=[O:35])=[O:34])[CH:12]=2)[CH:8]=[CH:7][CH:6]=1)([CH3:3])[CH3:2]. The catalyst class is: 2. (3) Reactant: [NH2:1][C:2]1[CH:7]=[CH:6][C:5]([CH2:8][C:9]([OH:11])=[O:10])=[CH:4][CH:3]=1.C(=O)([O-])[O-].[Na+].[Na+].[N:18]([O-])=O.[Na+].[Sn](Cl)[Cl:23]. Product: [ClH:23].[NH:1]([C:2]1[CH:3]=[CH:4][C:5]([CH2:8][C:9]([OH:11])=[O:10])=[CH:6][CH:7]=1)[NH2:18]. The catalyst class is: 223. (4) Reactant: [CH2:1]([O:8][C:9]([N:11]1[C:19]2[C:14](=[CH:15][CH:16]=[CH:17][CH:18]=2)[CH2:13][C@H:12]1[C:20](O)=[O:21])=[O:10])[C:2]1[CH:7]=[CH:6][CH:5]=[CH:4][CH:3]=1.C(N1CCOCC1)C.ClC(OCC(C)C)=O.[CH2:39]([NH2:43])[CH2:40][CH2:41][CH3:42]. Product: [CH2:39]([NH:43][C:20]([C@@H:12]1[CH2:13][C:14]2[C:19](=[CH:18][CH:17]=[CH:16][CH:15]=2)[N:11]1[C:9]([O:8][CH2:1][C:2]1[CH:7]=[CH:6][CH:5]=[CH:4][CH:3]=1)=[O:10])=[O:21])[CH2:40][CH2:41][CH3:42]. The catalyst class is: 595. (5) Reactant: [Cl:1][C:2]1[CH:7]=[CH:6][C:5]([C@@H:8]([NH:10][C:11]([C@H:13]2[CH2:17][CH2:16][CH2:15][N:14]2[C:18]([O:20][C:21]([CH3:24])([CH3:23])[CH3:22])=[O:19])=O)[CH3:9])=[CH:4][CH:3]=1.COC1C=CC(P2(SP(C3C=CC(OC)=CC=3)(=S)S2)=[S:34])=CC=1. Product: [Cl:1][C:2]1[CH:7]=[CH:6][C:5]([C@@H:8]([NH:10][C:11]([C@H:13]2[CH2:17][CH2:16][CH2:15][N:14]2[C:18]([O:20][C:21]([CH3:24])([CH3:23])[CH3:22])=[O:19])=[S:34])[CH3:9])=[CH:4][CH:3]=1. The catalyst class is: 260.